This data is from Reaction yield outcomes from USPTO patents with 853,638 reactions. The task is: Predict the reaction yield, written as a fraction of the theoretical maximum amount of product (1.0 means a 100% yield; for example, 0.34 means a 34% yield). (1) The reactants are C(=O)([O-])[O-].[Ca+2].[C:6](Cl)(Cl)=[S:7].[Cl:10][C:11]1[CH:12]=[C:13]([CH:15]=[C:16]([Cl:26])[C:17]=1[C:18]1[CH:23]=[CH:22][N:21]=[C:20]([O:24][CH3:25])[CH:19]=1)[NH2:14].Cl. The yield is 0.820. The product is [Cl:26][C:16]1[CH:15]=[C:13]([N:14]=[C:6]=[S:7])[CH:12]=[C:11]([Cl:10])[C:17]=1[C:18]1[CH:23]=[CH:22][N:21]=[C:20]([O:24][CH3:25])[CH:19]=1. The catalyst is ClCCl.O. (2) The reactants are CS(O[CH:6]([CH2:12][CH2:13][CH2:14][CH2:15][CH3:16])[CH2:7][CH2:8][CH2:9][CH2:10][CH3:11])(=O)=O.[Cl-:17].[Li+].O. The catalyst is CN(C)C=O. The product is [Cl:17][CH:6]([CH2:12][CH2:13][CH2:14][CH2:15][CH3:16])[CH2:7][CH2:8][CH2:9][CH2:10][CH3:11]. The yield is 0.971.